Dataset: Full USPTO retrosynthesis dataset with 1.9M reactions from patents (1976-2016). Task: Predict the reactants needed to synthesize the given product. (1) Given the product [CH2:30]([S:36]([N:39]1[CH2:40][CH:41]([O:43][CH:44]([C:53]2[CH:54]=[CH:55][C:56]([Cl:59])=[CH:57][CH:58]=2)[C:45]2[CH:50]=[CH:49][C:48]([Cl:51])=[CH:47][C:46]=2[Cl:52])[CH2:42]1)(=[O:38])=[O:37])[CH2:31][CH2:32][CH3:33], predict the reactants needed to synthesize it. The reactants are: ClC1C=C(Cl)C=CC=1C(OC1CNC1)C1C=CC(Cl)=CC=1.C(S(Cl)(=O)=O)CCC.[C:30]1([S:36]([N:39]2[CH2:42][CH:41]([O:43][CH:44]([C:53]3[CH:58]=[CH:57][C:56]([Cl:59])=[CH:55][CH:54]=3)[C:45]3[CH:50]=[CH:49][C:48]([Cl:51])=[CH:47][C:46]=3[Cl:52])[CH2:40]2)(=[O:38])=[O:37])C=C[CH:33]=[CH:32][CH:31]=1. (2) Given the product [C:9]([C:8]1[CH:7]=[CH:6][CH:19]=[CH:18][C:17]=1[C@H:36]([CH3:37])[C:30]([O:23][CH2:22][CH2:21][CH2:20][OH:24])=[O:33])(=[O:10])[C:11]1[CH:12]=[CH:13][CH:14]=[CH:15][CH:16]=1, predict the reactants needed to synthesize it. The reactants are: OC([C@H]([C:6]1[CH:19]=[CH:18][CH:17]=[C:8]([C:9]([C:11]2[CH:16]=[CH:15][CH:14]=[CH:13][CH:12]=2)=[O:10])[CH:7]=1)C)=O.[CH2:20]([OH:24])[CH2:21][CH2:22][OH:23].S(=O)(=O)(O)O.[C:30](=[O:33])([O-])[O-].[K+].[K+].[C:36]1(C)C=CC=C[CH:37]=1. (3) Given the product [CH3:1][O:2][C:3]1[CH:46]=[CH:45][C:6]([O:7][C:8]([N:10]([CH2:22][CH2:23][C@H:24]2[CH2:29][CH2:28][CH2:27][C@@H:26]([O:30][CH2:31][C:32]3[N:33]=[C:34]([C:38]4[CH:39]=[C:40]([CH3:44])[CH:41]=[CH:42][CH:43]=4)[O:35][C:36]=3[CH3:37])[CH2:25]2)[C@@H:11]([CH:19]([CH3:20])[CH3:21])[C:12]([OH:14])=[O:13])=[O:9])=[CH:5][CH:4]=1, predict the reactants needed to synthesize it. The reactants are: [CH3:1][O:2][C:3]1[CH:46]=[CH:45][C:6]([O:7][C:8]([N:10]([CH2:22][CH2:23][C@H:24]2[CH2:29][CH2:28][CH2:27][C@@H:26]([O:30][CH2:31][C:32]3[N:33]=[C:34]([C:38]4[CH:39]=[C:40]([CH3:44])[CH:41]=[CH:42][CH:43]=4)[O:35][C:36]=3[CH3:37])[CH2:25]2)[C@@H:11]([CH:19]([CH3:21])[CH3:20])[C:12]([O:14]C(C)(C)C)=[O:13])=[O:9])=[CH:5][CH:4]=1.ClC(Cl)(Cl)C(O)=O. (4) Given the product [Si:1]([O:8][C:9]1[CH:10]=[C:11]([CH:14]=[C:15](/[CH:17]=[CH:18]/[CH2:19][O:20][CH3:21])[CH:16]=1)[CH2:12][NH:25][CH:22]1[CH2:24][CH2:23]1)([C:4]([CH3:7])([CH3:6])[CH3:5])([CH3:3])[CH3:2], predict the reactants needed to synthesize it. The reactants are: [Si:1]([O:8][C:9]1[CH:10]=[C:11]([CH:14]=[C:15](/[CH:17]=[CH:18]/[CH2:19][O:20][CH3:21])[CH:16]=1)[CH:12]=O)([C:4]([CH3:7])([CH3:6])[CH3:5])([CH3:3])[CH3:2].[CH:22]1([NH2:25])[CH2:24][CH2:23]1.S([O-])([O-])(=O)=O.[Mg+2].[BH4-].[Na+]. (5) The reactants are: [CH3:1][O:2][C:3](=[O:14])[CH2:4][C:5]([C:7]1[CH:12]=[CH:11][C:10]([F:13])=[CH:9][CH:8]=1)=[O:6].S(Cl)([Cl:18])(=O)=O. Given the product [CH3:1][O:2][C:3](=[O:14])[CH:4]([Cl:18])[C:5]([C:7]1[CH:8]=[CH:9][C:10]([F:13])=[CH:11][CH:12]=1)=[O:6], predict the reactants needed to synthesize it. (6) Given the product [CH:1]1([C:7]([Cl:12])=[O:9])[CH2:6][CH2:5][CH2:4][CH2:3][CH2:2]1, predict the reactants needed to synthesize it. The reactants are: [CH:1]1([C:7]([OH:9])=O)[CH2:6][CH2:5][CH2:4][CH2:3][CH2:2]1.O=S(Cl)[Cl:12].